This data is from Peptide-MHC class I binding affinity with 185,985 pairs from IEDB/IMGT. The task is: Regression. Given a peptide amino acid sequence and an MHC pseudo amino acid sequence, predict their binding affinity value. This is MHC class I binding data. (1) The peptide sequence is KVHEGYEEF. The MHC is HLA-A24:02 with pseudo-sequence HLA-A24:02. The binding affinity (normalized) is 0.0546. (2) The peptide sequence is SQIETGTPF. The MHC is HLA-A26:01 with pseudo-sequence HLA-A26:01. The binding affinity (normalized) is 0.308.